The task is: Predict which catalyst facilitates the given reaction.. This data is from Catalyst prediction with 721,799 reactions and 888 catalyst types from USPTO. (1) Reactant: Br[C:2]1[CH:11]=[N:10][CH:9]=[C:8]2[C:3]=1[CH:4]=[C:5]([C:12]([NH2:14])=[O:13])[CH:6]=[N:7]2.[F:15][C:16]1[CH:21]=[C:20]([F:22])[CH:19]=[CH:18][C:17]=1B(O)O.C(=O)([O-])[O-].[Cs+].[Cs+]. Product: [F:15][C:16]1[CH:21]=[C:20]([F:22])[CH:19]=[CH:18][C:17]=1[C:2]1[CH:11]=[N:10][CH:9]=[C:8]2[C:3]=1[CH:4]=[C:5]([C:12]([NH2:14])=[O:13])[CH:6]=[N:7]2. The catalyst class is: 688. (2) Reactant: [F:1][C:2]1[CH:9]=[N:8][CH:7]=[CH:6][C:3]=1[C:4]#[N:5].C[O-].[Na+].[NH2:13][C:14]1[CH:22]=[N:21][CH:20]=[C:19]([O:23][CH3:24])[C:15]=1[C:16]([OH:18])=O. Product: [F:1][C:2]1[CH:9]=[N:8][CH:7]=[CH:6][C:3]=1[C:4]1[N:5]=[C:16]([OH:18])[C:15]2[C:19]([O:23][CH3:24])=[CH:20][N:21]=[CH:22][C:14]=2[N:13]=1. The catalyst class is: 5.